This data is from Full USPTO retrosynthesis dataset with 1.9M reactions from patents (1976-2016). The task is: Predict the reactants needed to synthesize the given product. Given the product [CH:40]1([C:38]([NH:37][C:35]2[N:36]=[C:31]3[CH:30]=[CH:29][C:28]([O:27][C:26]4[CH:25]=[C:24]([NH:23][C:8]([C:6]5[C:5]([CH3:11])=[N:4][N:3]([CH2:1][CH3:2])[CH:7]=5)=[O:10])[CH:45]=[CH:44][CH:43]=4)=[CH:33][N:32]3[N:34]=2)=[O:39])[CH2:41][CH2:42]1, predict the reactants needed to synthesize it. The reactants are: [CH2:1]([N:3]1[CH:7]=[C:6]([C:8]([OH:10])=O)[C:5]([CH3:11])=[N:4]1)[CH3:2].O1CCCC1.C(Cl)(=O)C(Cl)=O.[NH2:23][C:24]1[CH:25]=[C:26]([CH:43]=[CH:44][CH:45]=1)[O:27][C:28]1[CH:29]=[CH:30][C:31]2[N:32]([N:34]=[C:35]([NH:37][C:38]([CH:40]3[CH2:42][CH2:41]3)=[O:39])[N:36]=2)[CH:33]=1.